Dataset: Forward reaction prediction with 1.9M reactions from USPTO patents (1976-2016). Task: Predict the product of the given reaction. (1) Given the reactants [N+:1]([C:4]1[CH:5]=[C:6]2[C:10](=[CH:11][CH:12]=1)[NH:9][CH:8]=[CH:7]2)([O-])=O.O1CCCC1.C([O-])=O.[NH4+], predict the reaction product. The product is: [NH:9]1[C:10]2[C:6](=[CH:5][C:4]([NH2:1])=[CH:12][CH:11]=2)[CH:7]=[CH:8]1. (2) Given the reactants C([O:8][CH2:9][C@@H:10]([NH:17][C:18]([NH:20][C@@:21]([C:36]1[CH:41]=[C:40]([O:42][C:43]([F:48])([F:47])[CH:44]([F:46])[F:45])[CH:39]=[C:38]([F:49])[CH:37]=1)([C:29]1[CH:34]=[CH:33][C:32]([F:35])=[CH:31][CH:30]=1)[CH2:22][C:23]1[CH:28]=[CH:27][CH:26]=[CH:25][CH:24]=1)=[O:19])[C@@H:11]([OH:16])[C:12]([F:15])([F:14])[F:13])C1C=CC=CC=1, predict the reaction product. The product is: [F:49][C:38]1[CH:37]=[C:36]([C@:21]([NH:20][C:18]([NH:17][C@@H:10]([C@@H:11]([OH:16])[C:12]([F:13])([F:14])[F:15])[CH2:9][OH:8])=[O:19])([C:29]2[CH:30]=[CH:31][C:32]([F:35])=[CH:33][CH:34]=2)[CH2:22][C:23]2[CH:28]=[CH:27][CH:26]=[CH:25][CH:24]=2)[CH:41]=[C:40]([O:42][C:43]([F:48])([F:47])[CH:44]([F:46])[F:45])[CH:39]=1. (3) Given the reactants [F:1][C:2]1[CH:7]=[CH:6][C:5]([C@@H:8]([OH:43])[CH2:9][CH2:10][C@@H:11]2[C@@H:14]([C:15]3[CH:20]=[CH:19][C:18]([C:21]4[CH:26]=[CH:25][CH:24]=[C:23]([B:27]5[O:31]C(C)(C)C(C)(C)[O:28]5)[CH:22]=4)=[CH:17][CH:16]=3)[N:13]([C:36]3[CH:41]=[CH:40][CH:39]=[CH:38][CH:37]=3)[C:12]2=[O:42])=[CH:4][CH:3]=1.O.C(=O)([O-])[O-].[Na+].[Na+].Cl, predict the reaction product. The product is: [F:1][C:2]1[CH:7]=[CH:6][C:5]([C@@H:8]([OH:43])[CH2:9][CH2:10][C@H:11]2[C:12](=[O:42])[N:13]([C:36]3[CH:37]=[CH:38][CH:39]=[CH:40][CH:41]=3)[C@@H:14]2[C:15]2[CH:20]=[CH:19][C:18]([C:21]3[CH:26]=[CH:25][CH:24]=[C:23]([B:27]([OH:28])[OH:31])[CH:22]=3)=[CH:17][CH:16]=2)=[CH:4][CH:3]=1. (4) Given the reactants [C:1]([C:3]1[C:7]2[CH2:8][C@@H:9]3[C@@H:14]([CH2:15][C:6]=2[S:5][C:4]=1[NH:23][CH3:24])[N:13]([CH3:16])[CH2:12][C@H:11]([C:17]([NH:19][CH2:20][CH2:21][CH3:22])=[O:18])[CH2:10]3)#[N:2].C(#N)C.[C:39]([O:38][C:36](O[C:36]([O:38][C:39]([CH3:42])([CH3:41])[CH3:40])=[O:37])=[O:37])([CH3:42])([CH3:41])[CH3:40], predict the reaction product. The product is: [C:1]([C:3]1[C:7]2[CH2:8][C@@H:9]3[C@@H:14]([CH2:15][C:6]=2[S:5][C:4]=1[N:23]([CH3:24])[C:36](=[O:37])[O:38][C:39]([CH3:40])([CH3:41])[CH3:42])[N:13]([CH3:16])[CH2:12][C@H:11]([C:17](=[O:18])[NH:19][CH2:20][CH2:21][CH3:22])[CH2:10]3)#[N:2]. (5) Given the reactants [OH:1][NH:2][C:3]([N:5]1[CH2:10][CH2:9][CH:8]([C@H:11]2[O:29][C:14]3=[CH:15][N:16]=[C:17]([C:19]4[CH2:20][CH2:21][N:22]([S:25]([CH3:28])(=[O:27])=[O:26])[CH2:23][CH:24]=4)[CH:18]=[C:13]3[CH2:12]2)[CH2:7][CH2:6]1)=[NH:4].[C:30](O[C:30](=O)[CH:31]([CH3:33])[CH3:32])(=O)[CH:31]([CH3:33])[CH3:32], predict the reaction product. The product is: [CH:31]([C:33]1[O:1][N:2]=[C:3]([N:5]2[CH2:10][CH2:9][CH:8]([C@H:11]3[O:29][C:14]4=[CH:15][N:16]=[C:17]([C:19]5[CH2:24][CH2:23][N:22]([S:25]([CH3:28])(=[O:27])=[O:26])[CH2:21][CH:20]=5)[CH:18]=[C:13]4[CH2:12]3)[CH2:7][CH2:6]2)[N:4]=1)([CH3:32])[CH3:30]. (6) Given the reactants [Cl:1][C:2]1[C:3]2[C:10]([C:11]3[CH:12]=[CH:13][C:14]([NH:17]C(=O)OC(C)(C)C)=[N:15][CH:16]=3)=[CH:9][N:8]([CH:25]3[CH2:29][CH2:28][CH2:27][CH2:26]3)[C:4]=2[N:5]=[CH:6][N:7]=1.FC(F)(F)C(O)=O, predict the reaction product. The product is: [Cl:1][C:2]1[C:3]2[C:10]([C:11]3[CH:12]=[CH:13][C:14]([NH2:17])=[N:15][CH:16]=3)=[CH:9][N:8]([CH:25]3[CH2:29][CH2:28][CH2:27][CH2:26]3)[C:4]=2[N:5]=[CH:6][N:7]=1. (7) Given the reactants [O:1]1[C:5]2[CH:6]=[CH:7][CH:8]=[CH:9][C:4]=2[CH:3]=[C:2]1[S:10]([NH:13][C:14]1[CH:19]=[C:18]([Cl:20])[CH:17]=[CH:16][C:15]=1[S:21][CH2:22][C:23]1[CH:24]=[C:25]([NH:29][C:30](=[O:32])[CH3:31])[CH:26]=[CH:27][CH:28]=1)(=[O:12])=[O:11].C1C=C(Cl)C=C(C(OO)=[O:41])C=1, predict the reaction product. The product is: [O:1]1[C:5]2[CH:6]=[CH:7][CH:8]=[CH:9][C:4]=2[CH:3]=[C:2]1[S:10]([NH:13][C:14]1[CH:19]=[C:18]([Cl:20])[CH:17]=[CH:16][C:15]=1[S:21]([CH2:22][C:23]1[CH:24]=[C:25]([NH:29][C:30](=[O:32])[CH3:31])[CH:26]=[CH:27][CH:28]=1)=[O:41])(=[O:11])=[O:12]. (8) Given the reactants [CH2:1]([O:3][C:4](=[O:21])[C:5]([O:8][C:9]1[CH:14]=[C:13]([O:15][CH3:16])[C:12](C(=O)C)=[CH:11][C:10]=1[CH3:20])([CH3:7])[CH3:6])[CH3:2].ClC1C=CC=[C:25]([C:29]([O:31]O)=[O:30])C=1.C1(C)C=CC(S(O)(=O)=O)=CC=1, predict the reaction product. The product is: [CH2:1]([O:3][C:4](=[O:21])[C:5]([O:8][C:9]1[CH:14]=[C:13]([O:15][CH3:16])[C:12]([O:31][C:29](=[O:30])[CH3:25])=[CH:11][C:10]=1[CH3:20])([CH3:6])[CH3:7])[CH3:2]. (9) Given the reactants C[N:2](C(ON1N=NC2C=CC=NC1=2)=[N+](C)C)C.F[P-](F)(F)(F)(F)F.C(N(CC)CC)C.Cl.[O:33]=[C:34]1[CH2:40][CH:39]2[NH2+:41][CH:36]([CH2:37][CH2:38]2)[CH2:35]1.Cl.[C:43]([CH2:46][C@@H:47]1[N:53]=[C:52]([C:54]2[CH:59]=[CH:58][C:57]([Cl:60])=[CH:56][CH:55]=2)[C:51]2[C:61]([CH3:65])=[C:62]([CH3:64])[S:63][C:50]=2[N:49]2[C:66]([CH3:69])=[NH+:67][N:68]=[C:48]12)(O)=[O:44], predict the reaction product. The product is: [Cl:60][C:57]1[CH:56]=[CH:55][C:54]([C:52]2[C:51]3[C:61]([CH3:65])=[C:62]([CH3:64])[S:63][C:50]=3[N:49]3[C:66]([CH3:69])=[N:67][N:68]=[C:48]3[C@H:47]([CH2:46][C:43]([N:41]3[CH:39]4[CH2:38][CH2:37][CH:36]3[CH2:35][C:34](=[O:33])[CH2:40]4)=[O:44])[N:53]=2)=[CH:59][CH:58]=1.[NH3:2].